Dataset: Full USPTO retrosynthesis dataset with 1.9M reactions from patents (1976-2016). Task: Predict the reactants needed to synthesize the given product. (1) Given the product [Br:1][C:2]1[CH:10]=[CH:9][C:5]([C:6]([O:8][CH3:12])=[O:7])=[CH:4][C:3]=1[O:23][CH3:24], predict the reactants needed to synthesize it. The reactants are: [Br:1][C:2]1[CH:10]=[CH:9][C:5]([C:6]([OH:8])=[O:7])=[CH:4][C:3]=1O.[C:12](=O)([O-])[O-].[K+].[K+].S([O:23][CH3:24])(OC)(=O)=O.O. (2) Given the product [NH2:1][C:2]1[C:3]([C:9]([NH:11][CH3:12])=[O:10])=[N:4][C:5]([C:19]2[CH:18]=[CH:17][CH:16]=[C:15]([CH2:14][OH:13])[CH:20]=2)=[CH:6][N:7]=1, predict the reactants needed to synthesize it. The reactants are: [NH2:1][C:2]1[C:3]([C:9]([NH:11][CH3:12])=[O:10])=[N:4][C:5](Br)=[CH:6][N:7]=1.[OH:13][CH2:14][C:15]1[CH:16]=[C:17](B(O)O)[CH:18]=[CH:19][CH:20]=1.C([O-])([O-])=O.[K+].[K+].O.